From a dataset of hERG Central: cardiac toxicity at 1µM, 10µM, and general inhibition. Predict hERG channel inhibition at various concentrations. (1) The drug is CCOC(=O)c1cc2c(=O)n3ccccc3nc2n(Cc2ccco2)c1=NC(=O)c1ccccc1OC. Results: hERG_inhib (hERG inhibition (general)): blocker. (2) The compound is COc1cc(C(=O)OCC(=O)Nc2ccc(SC(F)F)cc2)cc(OC)c1OC. Results: hERG_inhib (hERG inhibition (general)): blocker. (3) The molecule is CCOC(=O)c1cnc2ccc(C)cc2c1NCCO. Results: hERG_inhib (hERG inhibition (general)): blocker. (4) The compound is CCOc1ccccc1C(=O)NCC(=O)NC(C)c1ccc(-n2ccnc2)cc1. Results: hERG_inhib (hERG inhibition (general)): blocker.